From a dataset of Reaction yield outcomes from USPTO patents with 853,638 reactions. Predict the reaction yield, written as a fraction of the theoretical maximum amount of product (1.0 means a 100% yield; for example, 0.34 means a 34% yield). (1) The reactants are C([O:3][C:4](=[O:26])[C:5]([O:8][C:9]1[CH:14]=[CH:13][C:12]([O:15][C:16]2[CH:21]=[CH:20][CH:19]=[C:18]([CH2:22][NH2:23])[CH:17]=2)=[CH:11][C:10]=1[CH2:24]C)([CH3:7])[CH3:6])C.CN1CCOCC1.[F:34][C:35]([F:46])([F:45])[C:36]1[CH:44]=[CH:43][C:39]([C:40](Cl)=[O:41])=[CH:38][CH:37]=1.NCCN(CCN)CCN. The catalyst is C(Cl)Cl. The product is [CH3:7][C:5]([O:8][C:9]1[CH:14]=[CH:13][C:12]([O:15][C:16]2[CH:21]=[CH:20][CH:19]=[C:18]([CH2:22][NH:23][C:40](=[O:41])[C:39]3[CH:43]=[CH:44][C:36]([C:35]([F:46])([F:45])[F:34])=[CH:37][CH:38]=3)[CH:17]=2)=[CH:11][C:10]=1[CH3:24])([CH3:6])[C:4]([OH:26])=[O:3]. The yield is 0.560. (2) The product is [Br:14][C:5]1[CH:6]=[CH:7][C:2]([OH:1])=[C:3]([N+:8]([O-:10])=[O:9])[N:4]=1. The yield is 0.960. The catalyst is CO. The reactants are [OH:1][C:2]1[C:3]([N+:8]([O-:10])=[O:9])=[N:4][CH:5]=[CH:6][CH:7]=1.C[O-].[Na+].[Br:14]Br. (3) The reactants are [CH2:1]([O:8][C:9]1[CH:10]=[C:11]2[C:15](=[CH:16][CH:17]=1)[NH:14][CH:13]=[CH:12]2)[C:2]1[CH:7]=[CH:6][CH:5]=[CH:4][CH:3]=1.C([BH3-])#N.[Na+].[OH-].[Na+]. The catalyst is C(O)(=O)C.O. The product is [CH2:1]([O:8][C:9]1[CH:10]=[C:11]2[C:15](=[CH:16][CH:17]=1)[NH:14][CH2:13][CH2:12]2)[C:2]1[CH:3]=[CH:4][CH:5]=[CH:6][CH:7]=1. The yield is 0.870. (4) The reactants are Br[C:2]1[CH:3]=[C:4]2[C:9](=[CH:10][CH:11]=1)[N:8]=[C:7]([CH3:12])[C:6]([C:13]([CH:15]1[CH2:17][CH2:16]1)=[O:14])=[C:5]2[C:18]1[CH:23]=[CH:22][C:21]([S:24]([CH3:27])(=[O:26])=[O:25])=[CH:20][CH:19]=1.[NH:28]1[CH2:33][CH2:32][CH2:31][CH2:30][CH2:29]1. No catalyst specified. The product is [CH:15]1([C:13]([C:6]2[C:7]([CH3:12])=[N:8][C:9]3[C:4]([C:5]=2[C:18]2[CH:23]=[CH:22][C:21]([S:24]([CH3:27])(=[O:26])=[O:25])=[CH:20][CH:19]=2)=[CH:3][C:2]([N:28]2[CH2:33][CH2:32][CH2:31][CH2:30][CH2:29]2)=[CH:11][CH:10]=3)=[O:14])[CH2:17][CH2:16]1. The yield is 0.390. (5) The reactants are C(OC([C:6]1[C:10]([C:11]2[CH:16]=[CH:15][C:14]([O:17][CH2:18][C:19]3[CH:24]=[CH:23][CH:22]=[CH:21][CH:20]=3)=[CH:13][CH:12]=2)=[CH:9][S:8][C:7]=1[NH:25][C:26](=[O:33])[CH2:27][C:28](OCC)=[O:29])=O)C.[H-].[Na+]. The catalyst is C1COCC1. The product is [CH2:18]([O:17][C:14]1[CH:15]=[CH:16][C:11]([C:10]2[C:6]3[C:28]([OH:29])=[CH:27][C:26](=[O:33])[NH:25][C:7]=3[S:8][CH:9]=2)=[CH:12][CH:13]=1)[C:19]1[CH:24]=[CH:23][CH:22]=[CH:21][CH:20]=1. The yield is 0.770. (6) The reactants are [F:1][C:2]1[CH:7]=[CH:6][C:5]([C:8]2[C:12]([CH:13]=O)=[CH:11][NH:10][N:9]=2)=[CH:4][CH:3]=1.[CH3:15][O:16][CH:17]([O:21][CH3:22])[CH2:18][NH:19][CH3:20].C(O)(=O)C.C(O[BH-](OC(=O)C)OC(=O)C)(=O)C.[Na+]. The catalyst is ClCCCl. The product is [F:1][C:2]1[CH:3]=[CH:4][C:5]([C:8]2[C:12]([CH2:13][N:19]([CH3:20])[CH2:18][CH:17]([O:21][CH3:22])[O:16][CH3:15])=[CH:11][NH:10][N:9]=2)=[CH:6][CH:7]=1. The yield is 0.710. (7) The catalyst is ClCCl. The reactants are [Cl:1][C:2]1[CH:36]=[CH:35][C:5]([CH2:6][C:7]2[N:8]=[C:9]([C:25]3[CH:30]=[CH:29][N:28]=[C:27]([NH:31][C:32](=[O:34])[CH3:33])[CH:26]=3)[S:10][C:11]=2[C:12]2[N:16](COCC[Si](C)(C)C)[N:15]=[CH:14][N:13]=2)=[CH:4][CH:3]=1.FC(F)(F)C(O)=O. The product is [Cl:1][C:2]1[CH:36]=[CH:35][C:5]([CH2:6][C:7]2[N:8]=[C:9]([C:25]3[CH:30]=[CH:29][N:28]=[C:27]([NH:31][C:32](=[O:34])[CH3:33])[CH:26]=3)[S:10][C:11]=2[C:12]2[NH:13][CH:14]=[N:15][N:16]=2)=[CH:4][CH:3]=1. The yield is 0.610. (8) The reactants are [Br:1][C:2]1[CH:7]=[CH:6][CH:5]=[CH:4][CH:3]=1.Cl[C:9](=[O:15])[C:10]([O:12][CH2:13][CH3:14])=[O:11].[Cl-].[Cl-].[Cl-].[Al+3].Cl. The catalyst is ClCCl. The product is [Br:1][C:2]1[CH:7]=[CH:6][C:5]([C:9](=[O:15])[C:10]([O:12][CH2:13][CH3:14])=[O:11])=[CH:4][CH:3]=1. The yield is 0.600. (9) The reactants are Br[C:2]1[CH:15]=[C:14]2[C:5]([O:6][CH2:7][CH2:8][N:9]3[C:13]2=[N:12][C:11]([C:16]2[N:20]([CH:21]([CH3:23])[CH3:22])[N:19]=[C:18]([CH3:24])[N:17]=2)=[CH:10]3)=[CH:4][C:3]=1[F:25].[Li+].[Cl-].C([Sn](CCCC)(CCCC)[C:33]([O:35][CH2:36][CH3:37])=[CH2:34])CCC.[F-].[K+]. The catalyst is C1COCC1.[Pd].C1(P(C2C=CC=CC=2)C2C=CC=CC=2)C=CC=CC=1.C1(P(C2C=CC=CC=2)C2C=CC=CC=2)C=CC=CC=1.C1(P(C2C=CC=CC=2)C2C=CC=CC=2)C=CC=CC=1.C1(P(C2C=CC=CC=2)C2C=CC=CC=2)C=CC=CC=1. The product is [CH2:36]([O:35][C:33]([C:2]1[CH:15]=[C:14]2[C:5]([O:6][CH2:7][CH2:8][N:9]3[C:13]2=[N:12][C:11]([C:16]2[N:20]([CH:21]([CH3:23])[CH3:22])[N:19]=[C:18]([CH3:24])[N:17]=2)=[CH:10]3)=[CH:4][C:3]=1[F:25])=[CH2:34])[CH3:37]. The yield is 1.00. (10) The reactants are Cl.[CH:2]1([CH2:6][S:7]([NH:10][C:11]2[CH:12]=[C:13]([C:17]3[CH:22]=[CH:21][C:20]([C:23]([N:25]4[CH2:30][CH2:29][NH:28][CH2:27][CH2:26]4)=[O:24])=[CH:19][CH:18]=3)[CH:14]=[CH:15][CH:16]=2)(=[O:9])=[O:8])[CH2:5][CH2:4][CH2:3]1.[OH:31][C:32]1([C:35](O)=[O:36])[CH2:34][CH2:33]1.CN(C(ON1N=NC2C=CC=CC1=2)=[N+](C)C)C.F[P-](F)(F)(F)(F)F.CCN(C(C)C)C(C)C. The catalyst is CN(C=O)C.O. The product is [CH:2]1([CH2:6][S:7]([NH:10][C:11]2[CH:12]=[C:13]([C:17]3[CH:22]=[CH:21][C:20]([C:23]([N:25]4[CH2:30][CH2:29][N:28]([C:35]([C:32]5([OH:31])[CH2:34][CH2:33]5)=[O:36])[CH2:27][CH2:26]4)=[O:24])=[CH:19][CH:18]=3)[CH:14]=[CH:15][CH:16]=2)(=[O:9])=[O:8])[CH2:5][CH2:4][CH2:3]1. The yield is 0.580.